From a dataset of NCI-60 drug combinations with 297,098 pairs across 59 cell lines. Regression. Given two drug SMILES strings and cell line genomic features, predict the synergy score measuring deviation from expected non-interaction effect. (1) Drug 1: B(C(CC(C)C)NC(=O)C(CC1=CC=CC=C1)NC(=O)C2=NC=CN=C2)(O)O. Drug 2: CN1C=C(C=N1)C2=C3N=C(C(=C(N3N=C2)N)Br)C4CCCNC4. Cell line: OVCAR3. Synergy scores: CSS=56.9, Synergy_ZIP=0.596, Synergy_Bliss=0.933, Synergy_Loewe=-2.93, Synergy_HSA=1.94. (2) Drug 1: CS(=O)(=O)C1=CC(=C(C=C1)C(=O)NC2=CC(=C(C=C2)Cl)C3=CC=CC=N3)Cl. Drug 2: CC(C)(C#N)C1=CC(=CC(=C1)CN2C=NC=N2)C(C)(C)C#N. Cell line: SK-MEL-5. Synergy scores: CSS=5.80, Synergy_ZIP=4.19, Synergy_Bliss=6.35, Synergy_Loewe=4.02, Synergy_HSA=3.20. (3) Drug 1: CN(C)C1=NC(=NC(=N1)N(C)C)N(C)C. Drug 2: CN1C(=O)N2C=NC(=C2N=N1)C(=O)N. Cell line: 786-0. Synergy scores: CSS=-5.60, Synergy_ZIP=0.532, Synergy_Bliss=-2.12, Synergy_Loewe=-5.50, Synergy_HSA=-4.93. (4) Drug 1: CC(C1=C(C=CC(=C1Cl)F)Cl)OC2=C(N=CC(=C2)C3=CN(N=C3)C4CCNCC4)N. Drug 2: C1=CN(C(=O)N=C1N)C2C(C(C(O2)CO)O)O.Cl. Cell line: SF-539. Synergy scores: CSS=31.3, Synergy_ZIP=-8.92, Synergy_Bliss=0.614, Synergy_Loewe=-15.5, Synergy_HSA=1.62. (5) Drug 1: C#CCC(CC1=CN=C2C(=N1)C(=NC(=N2)N)N)C3=CC=C(C=C3)C(=O)NC(CCC(=O)O)C(=O)O. Drug 2: CC12CCC3C(C1CCC2OP(=O)(O)O)CCC4=C3C=CC(=C4)OC(=O)N(CCCl)CCCl.[Na+]. Cell line: CCRF-CEM. Synergy scores: CSS=-6.07, Synergy_ZIP=0.808, Synergy_Bliss=-4.09, Synergy_Loewe=-5.93, Synergy_HSA=-6.02. (6) Drug 1: C1=CC(=CC=C1CCCC(=O)O)N(CCCl)CCCl. Drug 2: CS(=O)(=O)CCNCC1=CC=C(O1)C2=CC3=C(C=C2)N=CN=C3NC4=CC(=C(C=C4)OCC5=CC(=CC=C5)F)Cl. Cell line: HOP-92. Synergy scores: CSS=30.8, Synergy_ZIP=-11.0, Synergy_Bliss=-6.29, Synergy_Loewe=-5.94, Synergy_HSA=-5.26. (7) Drug 1: C(CCl)NC(=O)N(CCCl)N=O. Drug 2: COCCOC1=C(C=C2C(=C1)C(=NC=N2)NC3=CC=CC(=C3)C#C)OCCOC.Cl. Cell line: DU-145. Synergy scores: CSS=11.6, Synergy_ZIP=-2.40, Synergy_Bliss=-1.98, Synergy_Loewe=3.66, Synergy_HSA=1.08. (8) Drug 1: CCC(=C(C1=CC=CC=C1)C2=CC=C(C=C2)OCCN(C)C)C3=CC=CC=C3.C(C(=O)O)C(CC(=O)O)(C(=O)O)O. Drug 2: CC(C)(C#N)C1=CC(=CC(=C1)CN2C=NC=N2)C(C)(C)C#N. Cell line: M14. Synergy scores: CSS=4.92, Synergy_ZIP=-1.22, Synergy_Bliss=0.244, Synergy_Loewe=0.596, Synergy_HSA=0.486. (9) Drug 1: CC1=C2C(C(=O)C3(C(CC4C(C3C(C(C2(C)C)(CC1OC(=O)C(C(C5=CC=CC=C5)NC(=O)OC(C)(C)C)O)O)OC(=O)C6=CC=CC=C6)(CO4)OC(=O)C)OC)C)OC. Drug 2: CCCCCOC(=O)NC1=NC(=O)N(C=C1F)C2C(C(C(O2)C)O)O. Cell line: 786-0. Synergy scores: CSS=52.8, Synergy_ZIP=4.90, Synergy_Bliss=4.41, Synergy_Loewe=-20.9, Synergy_HSA=4.84. (10) Drug 1: C1=CC(=C2C(=C1NCCNCCO)C(=O)C3=C(C=CC(=C3C2=O)O)O)NCCNCCO. Drug 2: CS(=O)(=O)CCNCC1=CC=C(O1)C2=CC3=C(C=C2)N=CN=C3NC4=CC(=C(C=C4)OCC5=CC(=CC=C5)F)Cl. Cell line: T-47D. Synergy scores: CSS=37.6, Synergy_ZIP=3.05, Synergy_Bliss=5.88, Synergy_Loewe=-8.59, Synergy_HSA=7.63.